This data is from Reaction yield outcomes from USPTO patents with 853,638 reactions. The task is: Predict the reaction yield, written as a fraction of the theoretical maximum amount of product (1.0 means a 100% yield; for example, 0.34 means a 34% yield). (1) The reactants are [F:1][C:2]1[CH:7]=[CH:6][C:5]([NH:8][C:9]([C:11]2([C:14]([NH:16][C:17]3[CH:22]=[CH:21][C:20]([OH:23])=[C:19]([F:24])[CH:18]=3)=[O:15])[CH2:13][CH2:12]2)=[O:10])=[CH:4][CH:3]=1.[CH2:25]([O:32][C:33]1[CH:42]=[C:41]2[C:36]([C:37](OS(C(F)(F)F)(=O)=O)=[CH:38][CH:39]=[N:40]2)=[CH:35][C:34]=1[O:51][CH3:52])[C:26]1[CH:31]=[CH:30][CH:29]=[CH:28][CH:27]=1.N1C(C)=CC=CC=1C. No catalyst specified. The product is [F:1][C:2]1[CH:3]=[CH:4][C:5]([NH:8][C:9]([C:11]2([C:14]([NH:16][C:17]3[CH:22]=[CH:21][C:20]([O:23][C:37]4[C:36]5[C:41](=[CH:42][C:33]([O:32][CH2:25][C:26]6[CH:31]=[CH:30][CH:29]=[CH:28][CH:27]=6)=[C:34]([O:51][CH3:52])[CH:35]=5)[N:40]=[CH:39][CH:38]=4)=[C:19]([F:24])[CH:18]=3)=[O:15])[CH2:13][CH2:12]2)=[O:10])=[CH:6][CH:7]=1. The yield is 0.480. (2) The reactants are [F:1][C:2]1[CH:11]=[C:10]2[C:5]([N:6]=[CH:7][C:8]([CH2:12][C:13]3[CH:14]=[C:15]([CH:20]=[CH:21][N:22]=3)[C:16]([O:18]C)=O)=[N:9]2)=[CH:4][CH:3]=1.[OH-].[Na+].Cl.[NH2:26][CH2:27][C:28]1[CH:29]=[C:30]2[C:35](=[CH:36][CH:37]=1)[C:34]([NH2:38])=[N:33][CH:32]=[CH:31]2.C1C=CC2N(O)N=NC=2C=1.CCN=C=NCCCN(C)C.CCN(CC)CC. The catalyst is C1COCC1.CN(C=O)C.O. The product is [NH2:38][C:34]1[C:35]2[C:30](=[CH:29][C:28]([CH2:27][NH:26][C:16](=[O:18])[C:15]3[CH:20]=[CH:21][N:22]=[C:13]([CH2:12][C:8]4[CH:7]=[N:6][C:5]5[C:10](=[CH:11][C:2]([F:1])=[CH:3][CH:4]=5)[N:9]=4)[CH:14]=3)=[CH:37][CH:36]=2)[CH:31]=[CH:32][N:33]=1. The yield is 0.146. (3) The yield is 0.370. The product is [NH:26]1[C:27]2[C:32](=[CH:31][CH:30]=[CH:29][CH:28]=2)[C:24]([N:18]2[CH2:19][CH2:20][N:21]([C:15](=[O:17])[CH2:14][CH2:13][S:12][C:4]3[NH:3][C:2](=[O:1])[C:11]4[C:6](=[CH:7][CH:8]=[CH:9][CH:10]=4)[N:5]=3)[CH2:22][CH2:23]2)=[N:25]1. No catalyst specified. The reactants are [O:1]=[C:2]1[C:11]2[C:6](=[CH:7][CH:8]=[CH:9][CH:10]=2)[N:5]=[C:4]([S:12][CH2:13][CH2:14][C:15]([OH:17])=O)[NH:3]1.[N:18]1([C:24]2[C:32]3[C:27](=[CH:28][CH:29]=[CH:30][CH:31]=3)[NH:26][N:25]=2)[CH2:23][CH2:22][NH:21][CH2:20][CH2:19]1. (4) The reactants are [C:1]([O:5][C:6]([N:8]1[CH2:12][C@H:11]([S:13][CH2:14][C:15]2[CH:20]=[CH:19][C:18]([O:21][CH3:22])=[CH:17][CH:16]=2)[CH2:10][C@H:9]1[CH:23]=[N:24][CH2:25][C:26]1[CH:31]=[C:30]([F:32])[CH:29]=[CH:28][C:27]=1[F:33])=[O:7])([CH3:4])([CH3:3])[CH3:2].[BH4-].[Na+].O. The catalyst is CO. The product is [C:1]([O:5][C:6]([N:8]1[CH2:12][C@H:11]([S:13][CH2:14][C:15]2[CH:20]=[CH:19][C:18]([O:21][CH3:22])=[CH:17][CH:16]=2)[CH2:10][C@H:9]1[CH2:23][NH:24][CH2:25][C:26]1[CH:31]=[C:30]([F:32])[CH:29]=[CH:28][C:27]=1[F:33])=[O:7])([CH3:4])([CH3:2])[CH3:3]. The yield is 0.670. (5) The reactants are [CH:1]1([C:4]2[CH:5]=[C:6]([NH:10][C:11]3[O:12][CH2:13][C:14]4[CH:20]=[C:19]([NH2:21])[CH:18]=[CH:17][C:15]=4[N:16]=3)[CH:7]=[CH:8][CH:9]=2)[CH2:3][CH2:2]1.[CH:22]1([C:25](O)=[O:26])[CH2:24][CH2:23]1. No catalyst specified. The product is [CH:1]1([C:4]2[CH:5]=[C:6]([NH:10][C:11]3[O:12][CH2:13][C:14]4[CH:20]=[C:19]([NH:21][C:25]([CH:22]5[CH2:24][CH2:23]5)=[O:26])[CH:18]=[CH:17][C:15]=4[N:16]=3)[CH:7]=[CH:8][CH:9]=2)[CH2:3][CH2:2]1. The yield is 0.370. (6) The reactants are [CH3:1][N:2]([CH3:20])[CH2:3][CH2:4][CH2:5][O:6][C:7]1[CH:12]=[CH:11][C:10]([NH2:13])=[CH:9][C:8]=1[C:14]1[N:15]([CH3:19])[N:16]=[CH:17][CH:18]=1.[F:21][C:22]1[CH:23]=[C:24]([N:29]=[C:30]=[O:31])[CH:25]=[CH:26][C:27]=1[F:28]. The catalyst is C(Cl)Cl. The product is [F:21][C:22]1[CH:23]=[C:24]([NH:29][C:30]([NH:13][C:10]2[CH:11]=[CH:12][C:7]([O:6][CH2:5][CH2:4][CH2:3][N:2]([CH3:1])[CH3:20])=[C:8]([C:14]3[N:15]([CH3:19])[N:16]=[CH:17][CH:18]=3)[CH:9]=2)=[O:31])[CH:25]=[CH:26][C:27]=1[F:28]. The yield is 0.560.